From a dataset of Full USPTO retrosynthesis dataset with 1.9M reactions from patents (1976-2016). Predict the reactants needed to synthesize the given product. (1) Given the product [F:19][C:20]1[CH:25]=[CH:24][CH:23]=[CH:22][C:21]=1[C:2]1[CH:3]=[N:4][C:5]2[N:6]([CH:8]=[C:9]([CH2:11][O:12][C:13]3[CH:18]=[CH:17][CH:16]=[CH:15][CH:14]=3)[N:10]=2)[CH:7]=1, predict the reactants needed to synthesize it. The reactants are: Br[C:2]1[CH:3]=[N:4][C:5]2[N:6]([CH:8]=[C:9]([CH2:11][O:12][C:13]3[CH:18]=[CH:17][CH:16]=[CH:15][CH:14]=3)[N:10]=2)[CH:7]=1.[F:19][C:20]1[CH:25]=[CH:24][CH:23]=[CH:22][C:21]=1B(O)O.C(=O)([O-])[O-].[Na+].[Na+]. (2) Given the product [Br:11][CH2:10][C:1]1[CH:2]=[C:3]([CH:4]=[CH:5][CH:6]=1)[C:7]([OH:9])=[O:8], predict the reactants needed to synthesize it. The reactants are: [C:1]1([CH3:10])[CH:6]=[CH:5][CH:4]=[C:3]([C:7]([OH:9])=[O:8])[CH:2]=1.[Br:11]N1C(=O)CCC1=O.C(OOC(C)(C)C)(=O)C1C=CC=CC=1.